From a dataset of Catalyst prediction with 721,799 reactions and 888 catalyst types from USPTO. Predict which catalyst facilitates the given reaction. (1) Reactant: [CH3:1][N:2]1[C:6]([NH2:7])=[C:5]([C:8]([F:11])([F:10])[F:9])[C:4]([C:12]([F:18])([F:17])[C:13]([F:16])([F:15])[F:14])=[N:3]1.N1C=CC=CC=1.[Cl:25][C:26]1[N:31]=[C:30]([C:32](Cl)=[O:33])[CH:29]=[CH:28][C:27]=1[C:35]#[N:36].C(=O)([O-])O.[Na+]. Product: [CH3:1][N:2]1[C:6]([NH:7][C:32]([C:30]2[CH:29]=[CH:28][C:27]([C:35]#[N:36])=[C:26]([Cl:25])[N:31]=2)=[O:33])=[C:5]([C:8]([F:10])([F:9])[F:11])[C:4]([C:12]([F:17])([F:18])[C:13]([F:15])([F:14])[F:16])=[N:3]1. The catalyst class is: 7. (2) Reactant: [C:1]1([N:7]2[C:11]3[CH:12]=[C:13]([CH3:16])[CH:14]=[CH:15][C:10]=3[N:9]=[C:8]2[C:17]2[CH:22]=[CH:21][CH:20]=[CH:19][CH:18]=2)[CH:6]=[CH:5][CH:4]=[CH:3][CH:2]=1.[N+]([O-])([O-])=[O:24].[NH4+].[Ce].C(=O)(O)[O-].[Na+]. Product: [C:1]1([N:7]2[C:11]3[CH:12]=[C:13]([CH:16]=[O:24])[CH:14]=[CH:15][C:10]=3[N:9]=[C:8]2[C:17]2[CH:18]=[CH:19][CH:20]=[CH:21][CH:22]=2)[CH:6]=[CH:5][CH:4]=[CH:3][CH:2]=1. The catalyst class is: 65. (3) Reactant: [H-].[Na+].[NH:3]1[CH:7]=[CH:6][C:5]([C:8]2[S:9][CH:10]=[CH:11][N:12]=2)=[N:4]1.[CH3:13][O:14][CH:15]([O:18][CH3:19])[CH2:16]Br. Product: [CH3:13][O:14][CH:15]([O:18][CH3:19])[CH2:16][N:3]1[CH:7]=[CH:6][C:5]([C:8]2[S:9][CH:10]=[CH:11][N:12]=2)=[N:4]1. The catalyst class is: 3. (4) Reactant: CC1(C)C(C)(C)OB([C:9]2[CH:10]=[N:11][N:12](C(OC(C)(C)C)=O)[CH:13]=2)O1.C(=O)([O-])[O-].[K+].[K+].Br[C:29]1[CH:34]=[C:33]([N+:35]([O-:37])=[O:36])[CH:32]=[C:31]([CH3:38])[CH:30]=1. The catalyst class is: 77. Product: [CH3:38][C:31]1[CH:30]=[C:29]([C:9]2[CH:13]=[N:12][NH:11][CH:10]=2)[CH:34]=[C:33]([N+:35]([O-:37])=[O:36])[CH:32]=1. (5) Reactant: [CH:1]1[C:11]2[CH2:10][C:9]3([CH2:15][CH2:14][CH:13]([N:16]([CH3:24])[CH2:17][CH2:18][CH2:19][C:20]([O:22]C)=[O:21])[CH2:12]3)[C:8]3[CH:25]=[CH:26][CH:27]=[CH:28][C:7]=3[CH2:6][C:5]=2[CH:4]=[CH:3][CH:2]=1.[Li+].[OH-]. Product: [CH:1]1[C:11]2[CH2:10][C:9]3([CH2:15][CH2:14][CH:13]([N:16]([CH3:24])[CH2:17][CH2:18][CH2:19][C:20]([OH:22])=[O:21])[CH2:12]3)[C:8]3[CH:25]=[CH:26][CH:27]=[CH:28][C:7]=3[CH2:6][C:5]=2[CH:4]=[CH:3][CH:2]=1. The catalyst class is: 24. (6) Reactant: [C:1]1([NH:7][C:8](=[O:17])[C:9]#[C:10][C:11]2[CH:16]=[CH:15][CH:14]=[CH:13][CH:12]=2)[CH:6]=[CH:5][CH:4]=[CH:3][CH:2]=1.Br[CH2:19][C:20]1[CH:21]=[C:22]([O:30][CH3:31])[C:23]([O:28][CH3:29])=[C:24]([O:26][CH3:27])[CH:25]=1.C([O-])([O-])=O.[Cs+].[Cs+].O. Product: [C:1]1([N:7]([CH2:19][C:20]2[CH:21]=[C:22]([O:30][CH3:31])[C:23]([O:28][CH3:29])=[C:24]([O:26][CH3:27])[CH:25]=2)[C:8](=[O:17])[C:9]#[C:10][C:11]2[CH:16]=[CH:15][CH:14]=[CH:13][CH:12]=2)[CH:2]=[CH:3][CH:4]=[CH:5][CH:6]=1. The catalyst class is: 3. (7) Reactant: Cl[CH:2](OC)[CH2:3][CH2:4][CH:5](Cl)OC.[CH2:11]([O:18][C:19]1[CH:24]=[CH:23][C:22]([CH2:25][CH:26]([NH2:32])[C:27]([O:29][CH2:30][CH3:31])=[O:28])=[CH:21][CH:20]=1)[C:12]1[CH:17]=[CH:16][CH:15]=[CH:14][CH:13]=1. Product: [CH2:11]([O:18][C:19]1[CH:24]=[CH:23][C:22]([CH2:25][CH:26]([N:32]2[CH:5]=[CH:4][CH:3]=[CH:2]2)[C:27]([O:29][CH2:30][CH3:31])=[O:28])=[CH:21][CH:20]=1)[C:12]1[CH:17]=[CH:16][CH:15]=[CH:14][CH:13]=1. The catalyst class is: 4. (8) Reactant: [Br:1][C:2]1[CH:11]=[CH:10][C:9]2[NH:8][C:7](=O)[CH2:6][CH2:5][C:4]=2[C:3]=1[C:13]#[N:14].COC1C=CC(P2(SP(C3C=CC(OC)=CC=3)(=S)S2)=[S:24])=CC=1. Product: [Br:1][C:2]1[CH:11]=[CH:10][C:9]2[NH:8][C:7](=[S:24])[CH2:6][CH2:5][C:4]=2[C:3]=1[C:13]#[N:14]. The catalyst class is: 11. (9) Reactant: [CH3:1][O:2][C:3](=[O:31])[C:4]1[CH:9]=[C:8]([Sn](C)(C)C)[CH:7]=[C:6]([C:14](=[O:30])[C:15]2[CH:20]=[CH:19][C:18]([N:21]([C:23]3[CH:28]=[CH:27][C:26]([Cl:29])=[CH:25][CH:24]=3)[CH3:22])=[CH:17][N:16]=2)[CH:5]=1.[C:32](Cl)(=[O:39])[C:33]1[CH:38]=[CH:37][CH:36]=[CH:35][CH:34]=1. Product: [CH3:1][O:2][C:3](=[O:31])[C:4]1[CH:5]=[C:6]([C:14](=[O:30])[C:15]2[CH:20]=[CH:19][C:18]([N:21]([C:23]3[CH:28]=[CH:27][C:26]([Cl:29])=[CH:25][CH:24]=3)[CH3:22])=[CH:17][N:16]=2)[CH:7]=[C:8]([C:32](=[O:39])[C:33]2[CH:38]=[CH:37][CH:36]=[CH:35][CH:34]=2)[CH:9]=1. The catalyst class is: 206. (10) Reactant: [C:1]([O:5][C:6]([N:8]1[C:16]2[C:11](=[CH:12][C:13](Br)=[CH:14][CH:15]=2)[CH2:10][CH2:9]1)=[O:7])([CH3:4])([CH3:3])[CH3:2].N1CCCCC1.[CH2:24]([OH:29])[CH2:25][CH2:26][C:27]#[CH:28].Cl. The catalyst class is: 205. Product: [C:1]([O:5][C:6]([N:8]1[C:16]2[C:11](=[CH:12][C:13]([C:28]#[C:27][CH2:26][CH2:25][CH2:24][OH:29])=[CH:14][CH:15]=2)[CH2:10][CH2:9]1)=[O:7])([CH3:4])([CH3:3])[CH3:2].